Dataset: Reaction yield outcomes from USPTO patents with 853,638 reactions. Task: Predict the reaction yield, written as a fraction of the theoretical maximum amount of product (1.0 means a 100% yield; for example, 0.34 means a 34% yield). (1) The reactants are [CH3:1][Mg]Cl.[Br:4][C:5]1[C:6]([CH:12]=[O:13])=[N:7][CH:8]=[CH:9][C:10]=1[CH3:11]. The catalyst is C1COCC1. The product is [Br:4][C:5]1[C:6]([CH:12]([OH:13])[CH3:1])=[N:7][CH:8]=[CH:9][C:10]=1[CH3:11]. The yield is 0.920. (2) The reactants are CN(CCN(C)C)C.[Li][CH:10]([CH2:12]C)[CH3:11].[F:14][C:15]1[CH:16]=[C:17]([CH:21]=[CH:22][C:23]=1[F:24])[C:18]([OH:20])=[O:19].CSC.BrCC=C. The catalyst is C1COCC1. The product is [CH2:12]([C:16]1[C:15]([F:14])=[C:23]([F:24])[CH:22]=[CH:21][C:17]=1[C:18]([OH:20])=[O:19])[CH:10]=[CH2:11]. The yield is 0.550.